This data is from Full USPTO retrosynthesis dataset with 1.9M reactions from patents (1976-2016). The task is: Predict the reactants needed to synthesize the given product. (1) Given the product [CH3:25][N:24]([CH3:26])[CH2:23][CH2:22][N:19]1[CH2:20][CH2:21][N:16]([C:14]([NH:13][C:9]2[CH:8]=[C:7]([O:6][C:5]3[CH:27]=[CH:28][C:2]([NH:1][C:41]([NH:40][C:38](=[O:39])[CH2:37][C:34]4[CH:35]=[CH:36][C:31]([F:30])=[CH:32][CH:33]=4)=[O:42])=[CH:3][C:4]=3[F:29])[CH:12]=[CH:11][N:10]=2)=[O:15])[CH2:17][CH2:18]1, predict the reactants needed to synthesize it. The reactants are: [NH2:1][C:2]1[CH:28]=[CH:27][C:5]([O:6][C:7]2[CH:12]=[CH:11][N:10]=[C:9]([NH:13][C:14]([N:16]3[CH2:21][CH2:20][N:19]([CH2:22][CH2:23][N:24]([CH3:26])[CH3:25])[CH2:18][CH2:17]3)=[O:15])[CH:8]=2)=[C:4]([F:29])[CH:3]=1.[F:30][C:31]1[CH:36]=[CH:35][C:34]([CH2:37][C:38]([N:40]=[C:41]=[O:42])=[O:39])=[CH:33][CH:32]=1. (2) Given the product [CH2:12]([C:10]1[CH:9]=[CH:8][CH:7]=[C:3]2[C:4]([NH:5][C:1](=[O:11])[C:2]=12)=[O:6])[C@H:14]1[O:16][CH2:15]1, predict the reactants needed to synthesize it. The reactants are: [C:1]1(=[O:11])[NH:5][C:4](=[O:6])[C:3]2=[CH:7][CH:8]=[CH:9][CH:10]=[C:2]12.[CH2:12]([C@@H:14]1[O:16][CH2:15]1)Cl.C(=O)([O-])[O-].[Na+].[Na+].CC(C)([O-])C.[K+]. (3) Given the product [CH3:19][O:18][C:12]1[CH:11]=[C:10]2[C:15]([CH:16]=[CH:17][C:8]([N:4]3[C:5]([CH3:7])=[CH:6][C:2]([O:1][CH2:23][CH2:24][N:25]4[CH2:30][CH2:29][O:28][CH2:27][CH2:26]4)=[N:3]3)=[CH:9]2)=[CH:14][CH:13]=1, predict the reactants needed to synthesize it. The reactants are: [OH:1][C:2]1[CH:6]=[C:5]([CH3:7])[N:4]([C:8]2[CH:17]=[CH:16][C:15]3[C:10](=[CH:11][C:12]([O:18][CH3:19])=[CH:13][CH:14]=3)[CH:9]=2)[N:3]=1.[H-].[Na+].Cl[CH2:23][CH2:24][N:25]1[CH2:30][CH2:29][O:28][CH2:27][CH2:26]1. (4) Given the product [N:13]1[O:14][N:15]=[C:11]2[CH:10]=[C:9]([O:19][C:20]3[CH:21]=[C:22]4[C:26](=[CH:27][CH:28]=3)[CH:25]([NH:29][S:30]([CH:33]([CH3:35])[CH3:34])(=[O:32])=[O:31])[CH2:24][CH2:23]4)[CH:17]=[CH:16][C:12]=12, predict the reactants needed to synthesize it. The reactants are: CC1(C)C(C)(C)OB([C:9]2[CH:17]=[CH:16][C:12]3=[N:13][O:14][N:15]=[C:11]3[CH:10]=2)O1.[OH:19][C:20]1[CH:21]=[C:22]2[C:26](=[CH:27][CH:28]=1)[CH:25]([NH:29][S:30]([CH:33]([CH3:35])[CH3:34])(=[O:32])=[O:31])[CH2:24][CH2:23]2.C(N(CC)CC)C. (5) Given the product [CH3:1][O:2][C:9](=[O:10])[NH:5][C:22]1[CH:21]=[N:20][C:19]([N:16]2[CH2:15][CH2:14][N:13]([CH3:12])[CH2:18][CH2:17]2)=[CH:27][C:26]=1[C:28]1[CH:33]=[CH:32][CH:31]=[CH:30][C:29]=1[CH3:34], predict the reactants needed to synthesize it. The reactants are: [CH3:1][O-:2].[Na+].Br[N:5]1[C:9](=[O:10])CCC1=O.[CH3:12][N:13]1[CH2:18][CH2:17][N:16]([C:19]2[CH:27]=[C:26]([C:28]3[CH:33]=[CH:32][CH:31]=[CH:30][C:29]=3[CH3:34])[C:22](C(N)=O)=[CH:21][N:20]=2)[CH2:15][CH2:14]1.Cl. (6) Given the product [Br:13][C:11]1[C:12]2[C:4](=[O:3])[NH:5][CH2:6][CH2:7][C:8]=2[S:9][CH:10]=1, predict the reactants needed to synthesize it. The reactants are: C([O:3][C:4](=O)[NH:5][CH2:6][CH2:7][C:8]1[S:9][CH:10]=[C:11]([Br:13])[CH:12]=1)C.O=P12OP3(OP(OP(O3)(O1)=O)(=O)O2)=O.